This data is from Forward reaction prediction with 1.9M reactions from USPTO patents (1976-2016). The task is: Predict the product of the given reaction. (1) Given the reactants [NH2:1][C:2]1[CH:11]=[CH:10][CH:9]=[C:8]2[C:3]=1[CH:4]=[CH:5][N:6]=[CH:7]2.[C:12]([O:16][C:17]([N:19]1[CH2:24][CH2:23][CH2:22][CH:21](N)[CH2:20]1)=[O:18])([CH3:15])([CH3:14])[CH3:13].[O-]S([O-])(=O)=O.[Na+].[Na+].[BH-](OC(C)=O)(OC(C)=O)OC(C)=O.[Na+].C([O-])([O-])=O.[K+].[K+], predict the reaction product. The product is: [C:12]([O:16][C:17]([N:19]1[CH2:24][CH2:23][CH2:22][CH:21]([NH:1][C:2]2[CH:11]=[CH:10][CH:9]=[C:8]3[C:3]=2[CH:4]=[CH:5][N:6]=[CH:7]3)[CH2:20]1)=[O:18])([CH3:15])([CH3:13])[CH3:14]. (2) Given the reactants [OH:1][C:2]1[CH:9]=[CH:8][C:5]([CH:6]=[O:7])=[CH:4][CH:3]=1.C([O-])([O-])=O.[K+].[K+].I[CH2:17][CH2:18][CH2:19][CH2:20][CH2:21][CH2:22][CH2:23][CH2:24][CH2:25][CH3:26].O, predict the reaction product. The product is: [CH2:17]([O:1][C:2]1[CH:9]=[CH:8][C:5]([CH:6]=[O:7])=[CH:4][CH:3]=1)[CH2:18][CH2:19][CH2:20][CH2:21][CH2:22][CH2:23][CH2:24][CH2:25][CH3:26]. (3) The product is: [CH2:1]([O:5][C:6]1[N:14]=[C:13]2[C:9]([N:10]=[C:11]([O:22][CH3:23])[N:12]2[CH2:15][CH2:16][CH2:17][CH2:18][CH2:19][CH2:20][N:25]2[CH2:31][CH2:30][CH2:29][CH2:28][CH2:27][CH2:26]2)=[C:8]([NH2:24])[N:7]=1)[CH2:2][CH2:3][CH3:4]. Given the reactants [CH2:1]([O:5][C:6]1[N:14]=[C:13]2[C:9]([N:10]=[C:11]([O:22][CH3:23])[N:12]2[CH2:15][CH2:16][CH2:17][CH2:18][CH2:19][CH2:20]Cl)=[C:8]([NH2:24])[N:7]=1)[CH2:2][CH2:3][CH3:4].[NH:25]1[CH2:31][CH2:30][CH2:29][CH2:28][CH2:27][CH2:26]1, predict the reaction product. (4) Given the reactants [C:1]([C:3]1[CH:8]=[CH:7][N:6]=[C:5]([C:9]2[C:17]3[C:12](=[CH:13][CH:14]=[C:15]([C:18]([O:20]C)=O)[CH:16]=3)[NH:11][C:10]=2[OH:22])[CH:4]=1)#[N:2].[CH3:23][O:24][CH2:25][CH2:26][NH2:27], predict the reaction product. The product is: [C:1]([C:3]1[CH:8]=[CH:7][N:6]=[C:5]([C:9]2[C:17]3[C:12](=[CH:13][CH:14]=[C:15]([C:18]([NH:27][CH2:26][CH2:25][O:24][CH3:23])=[O:20])[CH:16]=3)[NH:11][C:10]=2[OH:22])[CH:4]=1)#[N:2]. (5) The product is: [F:18][C:19]1[C:20]([CH2:31][N:32]([CH3:40])[C:33](=[O:39])[O:34][C:35]([CH3:36])([CH3:37])[CH3:38])=[CH:21][N:22]([S:47]([C:42]2[CH:43]=[CH:44][CH:45]=[CH:46][N:41]=2)(=[O:49])=[O:48])[C:23]=1[C:24]1[C:25]([F:30])=[N:26][CH:27]=[CH:28][CH:29]=1. Given the reactants [H-].[Na+].C1OCCOCCOCCOCCOC1.[F:18][C:19]1[C:20]([CH2:31][N:32]([CH3:40])[C:33](=[O:39])[O:34][C:35]([CH3:38])([CH3:37])[CH3:36])=[CH:21][NH:22][C:23]=1[C:24]1[C:25]([F:30])=[N:26][CH:27]=[CH:28][CH:29]=1.[N:41]1[CH:46]=[CH:45][CH:44]=[CH:43][C:42]=1[S:47](Cl)(=[O:49])=[O:48], predict the reaction product.